The task is: Predict which catalyst facilitates the given reaction.. This data is from Catalyst prediction with 721,799 reactions and 888 catalyst types from USPTO. (1) Reactant: [O:1]=[C:2]([C:6]1[CH:11]=[CH:10][CH:9]=[CH:8][CH:7]=1)[CH2:3][C:4]#[N:5].[CH2:12]([OH:14])[CH3:13].[ClH:15]. Product: [ClH:15].[CH2:12]([O:14][C:4](=[NH:5])[CH2:3][C:2](=[O:1])[C:6]1[CH:11]=[CH:10][CH:9]=[CH:8][CH:7]=1)[CH3:13]. The catalyst class is: 2. (2) Reactant: Br[CH2:2][C:3]([C:5]1[C:6]([F:20])=[C:7]2[O:11][C:10]([N:12]([CH3:14])[CH3:13])=[N:9][C:8]2=[C:15]([C:18]#[N:19])[C:16]=1[CH3:17])=O.[C:21]([NH2:24])(=[S:23])[CH3:22].C(=O)([O-])[O-].[Cs+].[Cs+]. Product: [CH3:13][N:12]([CH3:14])[C:10]1[O:11][C:7]2[C:8](=[C:15]([C:18]#[N:19])[C:16]([CH3:17])=[C:5]([C:3]3[N:24]=[C:21]([CH3:22])[S:23][CH:2]=3)[C:6]=2[F:20])[N:9]=1. The catalyst class is: 133. (3) Reactant: [Br:1][C:2]1[CH:3]=[C:4]2[C:9](=[CH:10][C:11]=1[O:12]C)[N:8]=[C:7]([NH:14][C:15]1[CH:26]=[CH:25][C:18]([C:19]([NH:21][CH:22]([CH3:24])[CH3:23])=[O:20])=[CH:17][CH:16]=1)[N:6]=[CH:5]2.C[S-].[Na+]. Product: [Br:1][C:2]1[CH:3]=[C:4]2[C:9](=[CH:10][C:11]=1[OH:12])[N:8]=[C:7]([NH:14][C:15]1[CH:16]=[CH:17][C:18]([C:19]([NH:21][CH:22]([CH3:23])[CH3:24])=[O:20])=[CH:25][CH:26]=1)[N:6]=[CH:5]2. The catalyst class is: 3. (4) Reactant: [CH3:1][C:2]1([CH3:16])[C:6]([CH3:8])([CH3:7])[O:5][B:4]([C:9]2[CH:10]=[C:11]([CH:13]=[CH:14][CH:15]=2)[NH2:12])[O:3]1.C(N(CC)CC)C.[CH2:24]([N:26]=[C:27]=[O:28])[CH3:25]. Product: [CH2:24]([NH:26][C:27]([NH:12][C:11]1[CH:13]=[CH:14][CH:15]=[C:9]([B:4]2[O:3][C:2]([CH3:16])([CH3:1])[C:6]([CH3:7])([CH3:8])[O:5]2)[CH:10]=1)=[O:28])[CH3:25]. The catalyst class is: 165.